Predict the product of the given reaction. From a dataset of Forward reaction prediction with 1.9M reactions from USPTO patents (1976-2016). (1) Given the reactants [C:1]1([CH2:7][C:8]([NH:10][C@H:11]([C:16]([OH:18])=[O:17])[CH2:12][CH:13]([CH3:15])[CH3:14])=[O:9])[CH:6]=[CH:5][CH:4]=[CH:3][CH:2]=1.[CH2:19](O)[CH:20]([CH3:22])[CH3:21], predict the reaction product. The product is: [CH2:19]([O:17][C:16](=[O:18])[C@H:11]([CH2:12][CH:13]([CH3:15])[CH3:14])[NH:10][C:8](=[O:9])[CH2:7][C:1]1[CH:2]=[CH:3][CH:4]=[CH:5][CH:6]=1)[CH:20]([CH3:22])[CH3:21]. (2) Given the reactants [NH2:1][C:2]1[CH:7]=[CH:6][N:5]=[C:4]([NH:8][C:9]2[CH:10]=[CH:11][C:12]([Cl:16])=[C:13]([OH:15])[CH:14]=2)[N:3]=1.C([O-])([O-])=O.[Cs+].[Cs+].Br[CH2:24][CH:25]=[C:26]([CH3:28])[CH3:27], predict the reaction product. The product is: [Cl:16][C:12]1[CH:11]=[CH:10][C:9]([NH:8][C:4]2[N:3]=[C:2]([NH2:1])[CH:7]=[CH:6][N:5]=2)=[CH:14][C:13]=1[O:15][CH2:24][CH:25]=[C:26]([CH3:28])[CH3:27]. (3) Given the reactants [CH3:1][NH:2][C:3]1[CH:8]=[CH:7][CH:6]=[C:5]([O:9][CH3:10])[CH:4]=1.Br[CH2:12]CC#N.C(#N)CC.[CH3:20][C:21]([NH:23][CH2:24][CH2:25]C1C2C=C(OC)C=CC=2NC=1)=[O:22], predict the reaction product. The product is: [CH3:10][O:9][C:5]1[CH:4]=[C:3]([N:2]([CH3:12])[CH2:1][CH2:25][CH2:24][NH:23][C:21](=[O:22])[CH3:20])[CH:8]=[CH:7][CH:6]=1.